From a dataset of NCI-60 drug combinations with 297,098 pairs across 59 cell lines. Regression. Given two drug SMILES strings and cell line genomic features, predict the synergy score measuring deviation from expected non-interaction effect. (1) Drug 1: C1=CC=C(C(=C1)C(C2=CC=C(C=C2)Cl)C(Cl)Cl)Cl. Drug 2: CS(=O)(=O)OCCCCOS(=O)(=O)C. Cell line: M14. Synergy scores: CSS=4.68, Synergy_ZIP=0.253, Synergy_Bliss=3.65, Synergy_Loewe=1.63, Synergy_HSA=2.31. (2) Drug 1: COC1=C(C=C2C(=C1)N=CN=C2NC3=CC(=C(C=C3)F)Cl)OCCCN4CCOCC4. Drug 2: C1CC(C1)(C(=O)O)C(=O)O.[NH2-].[NH2-].[Pt+2]. Cell line: COLO 205. Synergy scores: CSS=26.0, Synergy_ZIP=-8.78, Synergy_Bliss=0.538, Synergy_Loewe=-0.506, Synergy_HSA=2.11. (3) Drug 1: C1CN1C2=NC(=NC(=N2)N3CC3)N4CC4. Drug 2: C1C(C(OC1N2C=NC3=C2NC=NCC3O)CO)O. Cell line: CAKI-1. Synergy scores: CSS=42.1, Synergy_ZIP=1.74, Synergy_Bliss=2.89, Synergy_Loewe=-3.73, Synergy_HSA=2.03.